This data is from Reaction yield outcomes from USPTO patents with 853,638 reactions. The task is: Predict the reaction yield, written as a fraction of the theoretical maximum amount of product (1.0 means a 100% yield; for example, 0.34 means a 34% yield). The reactants are [F:1][C:2]1[CH:7]=[C:6](I)[CH:5]=[CH:4][C:3]=1[N:9]1[CH:14]=[C:13]([O:15][CH3:16])[C:12](=[O:17])[C:11]([C:18]2[N:22]([C:23]3[CH:28]=[CH:27][CH:26]=[CH:25][CH:24]=3)[N:21]=[CH:20][CH:19]=2)=[N:10]1.Cl.[F:30][C:31]1([F:35])[CH2:34][NH:33][CH2:32]1.O(C(C)(C)C)[Na].CC1(C)C2C(=C(P(C3C=CC=CC=3)C3C=CC=CC=3)C=CC=2)OC2C(P(C3C=CC=CC=3)C3C=CC=CC=3)=CC=CC1=2. The catalyst is O1CCOCC1.C([O-])(O)=O.[Na+].C1C=CC(/C=C/C(/C=C/C2C=CC=CC=2)=O)=CC=1.C1C=CC(/C=C/C(/C=C/C2C=CC=CC=2)=O)=CC=1.C1C=CC(/C=C/C(/C=C/C2C=CC=CC=2)=O)=CC=1.[Pd].[Pd]. The product is [F:30][C:31]1([F:35])[CH2:34][N:33]([C:6]2[CH:5]=[CH:4][C:3]([N:9]3[CH:14]=[C:13]([O:15][CH3:16])[C:12](=[O:17])[C:11]([C:18]4[N:22]([C:23]5[CH:28]=[CH:27][CH:26]=[CH:25][CH:24]=5)[N:21]=[CH:20][CH:19]=4)=[N:10]3)=[C:2]([F:1])[CH:7]=2)[CH2:32]1. The yield is 0.540.